Dataset: Catalyst prediction with 721,799 reactions and 888 catalyst types from USPTO. Task: Predict which catalyst facilitates the given reaction. Reactant: FC(F)(F)S(O[C:7]1[C:8]([C:17]([N:19]([O:21][CH3:22])[CH3:20])=[O:18])=[CH:9][CH:10]=[C:11]2[C:16]=1[N:15]=[CH:14][CH:13]=[CH:12]2)(=O)=O.[F:25][C:26]1[CH:31]=[CH:30][CH:29]=[CH:28][C:27]=1B(O)O.C(=O)([O-])[O-].[Na+].[Na+].O. Product: [F:25][C:26]1[CH:31]=[CH:30][CH:29]=[CH:28][C:27]=1[C:7]1[C:8]([C:17]([N:19]([O:21][CH3:22])[CH3:20])=[O:18])=[CH:9][CH:10]=[C:11]2[C:16]=1[N:15]=[CH:14][CH:13]=[CH:12]2. The catalyst class is: 660.